From a dataset of Forward reaction prediction with 1.9M reactions from USPTO patents (1976-2016). Predict the product of the given reaction. (1) Given the reactants [OH:1][C@@H:2]([CH2:29][CH:30]([CH3:32])[CH3:31])[C:3]([N:5]1[CH2:10][CH2:9][N:8]([C:11]2[C:20]3[C:15](=[CH:16][C:17]([CH3:21])=[CH:18][CH:19]=3)[N:14]=[C:13]([C:22]3[CH:27]=[CH:26][CH:25]=[CH:24][C:23]=3[OH:28])[N:12]=2)[CH2:7][CH2:6]1)=[O:4].[ClH:33].CCOCC, predict the reaction product. The product is: [ClH:33].[OH:1][C@@H:2]([CH2:29][CH:30]([CH3:32])[CH3:31])[C:3]([N:5]1[CH2:10][CH2:9][N:8]([C:11]2[C:20]3[C:15](=[CH:16][C:17]([CH3:21])=[CH:18][CH:19]=3)[N:14]=[C:13]([C:22]3[CH:27]=[CH:26][CH:25]=[CH:24][C:23]=3[OH:28])[N:12]=2)[CH2:7][CH2:6]1)=[O:4]. (2) Given the reactants Cl[C:2]1[N:7]=[C:6]([N:8]2[CH2:13][CH2:12][N:11]([CH2:14][C:15]([NH2:17])=[O:16])[CH2:10][CH2:9]2)[C:5]([CH2:18][O:19][C:20]2[CH:25]=[C:24]([CH:26]([CH3:28])[CH3:27])[CH:23]=[CH:22][C:21]=2[CH3:29])=[C:4]([CH3:30])[N:3]=1.[CH3:31][C:32]1[CH:37]=[CH:36][CH:35]=[C:34]([CH3:38])[C:33]=1B(O)O.C(=O)([O-])[O-].[Na+].[Na+], predict the reaction product. The product is: [CH3:31][C:32]1[CH:37]=[CH:36][CH:35]=[C:34]([CH3:38])[C:33]=1[C:2]1[N:7]=[C:6]([N:8]2[CH2:13][CH2:12][N:11]([CH2:14][C:15]([NH2:17])=[O:16])[CH2:10][CH2:9]2)[C:5]([CH2:18][O:19][C:20]2[CH:25]=[C:24]([CH:26]([CH3:28])[CH3:27])[CH:23]=[CH:22][C:21]=2[CH3:29])=[C:4]([CH3:30])[N:3]=1. (3) Given the reactants Br[CH:2]([C:8]1[CH:13]=[CH:12][CH:11]=[CH:10][CH:9]=1)[C:3]([O:5]CC)=[O:4].[F:14][C:15]([F:25])([F:24])[O:16][C:17]1[CH:18]=[C:19]([CH:21]=[CH:22][CH:23]=1)[NH2:20].CCN(C(C)C)C(C)C.O.[OH-].[Li+].[ClH:38], predict the reaction product. The product is: [ClH:38].[C:8]1([CH:2]([NH:20][C:19]2[CH:21]=[CH:22][CH:23]=[C:17]([O:16][C:15]([F:14])([F:24])[F:25])[CH:18]=2)[C:3]([OH:5])=[O:4])[CH:9]=[CH:10][CH:11]=[CH:12][CH:13]=1. (4) Given the reactants [CH:1]1([C@H:5]([NH:7][C:8]2[N:16]=[C:15]([C:17]3[NH:21][C:20](=[O:22])[O:19][N:18]=3)[N:14]=[C:13]3[C:9]=2[N:10]([CH2:33][C@H:34]2[CH2:39][CH2:38][C@H:37]([CH3:40])[CH2:36][CH2:35]2)[C:11]([C:23]2[CH:28]=[C:27]([C:29]([CH3:31])=[CH2:30])[C:26]([F:32])=[CH:25][N:24]=2)=[N:12]3)[CH3:6])[CH2:4][CH2:3][CH2:2]1.[BH4-].[Na+], predict the reaction product. The product is: [CH:1]1([C@H:5]([NH:7][C:8]2[N:16]=[C:15]([C:17]3[NH:21][C:20](=[O:22])[O:19][N:18]=3)[N:14]=[C:13]3[C:9]=2[N:10]([CH2:33][C@H:34]2[CH2:39][CH2:38][C@H:37]([CH3:40])[CH2:36][CH2:35]2)[C:11]([C:23]2[CH:28]=[C:27]([CH:29]([CH3:30])[CH3:31])[C:26]([F:32])=[CH:25][N:24]=2)=[N:12]3)[CH3:6])[CH2:4][CH2:3][CH2:2]1. (5) The product is: [F:25][C:17]1[C:18]([N:20]2[CH2:21][CH2:22][CH2:23][CH2:24]2)=[N:19][C:12]2[N:11]([C:26]3[CH:27]=[CH:28][C:29]([F:32])=[CH:30][CH:31]=3)[C:10](=[O:33])[N:9]([OH:8])[C:14](=[O:15])[C:13]=2[CH:16]=1. Given the reactants C([O:8][N:9]1[C:14](=[O:15])[C:13]2[CH:16]=[C:17]([F:25])[C:18]([N:20]3[CH2:24][CH2:23][CH2:22][CH2:21]3)=[N:19][C:12]=2[N:11]([C:26]2[CH:31]=[CH:30][C:29]([F:32])=[CH:28][CH:27]=2)[C:10]1=[O:33])C1C=CC=CC=1.[H][H], predict the reaction product. (6) The product is: [OH:19][CH:17]([CH3:18])[CH2:16][N:15]([S:1]([C:4]1[CH:10]=[CH:9][C:7]([CH3:8])=[CH:6][CH:5]=1)(=[O:3])=[O:2])[CH2:14][CH2:13][O:12][S:1]([C:4]1[CH:10]=[CH:9][C:7]([CH3:8])=[CH:6][CH:5]=1)(=[O:3])=[O:2]. Given the reactants [S:1](Cl)([C:4]1[CH:10]=[CH:9][C:7]([CH3:8])=[CH:6][CH:5]=1)(=[O:3])=[O:2].[OH:12][CH2:13][CH2:14][NH:15][CH2:16][CH:17]([OH:19])[CH3:18], predict the reaction product. (7) Given the reactants C(O[BH-](OC(=O)C)OC(=O)C)(=O)C.[Na+].[F:15][C:16]([F:31])([F:30])[C:17]1[O:21][N:20]=[C:19]([C:22]2[CH:23]=[C:24]([CH:27]=[CH:28][CH:29]=2)[CH:25]=O)[N:18]=1.[F:32][C:33]1[CH:38]=[CH:37][C:36]([C:39]2[O:40][CH:41]=[C:42]([C:44]([CH3:48])([CH3:47])[CH2:45][NH2:46])[N:43]=2)=[CH:35][CH:34]=1, predict the reaction product. The product is: [F:32][C:33]1[CH:34]=[CH:35][C:36]([C:39]2[O:40][CH:41]=[C:42]([C:44]([CH3:48])([CH3:47])[CH2:45][NH:46][CH2:25][C:24]3[CH:27]=[CH:28][CH:29]=[C:22]([C:19]4[N:18]=[C:17]([C:16]([F:31])([F:30])[F:15])[O:21][N:20]=4)[CH:23]=3)[N:43]=2)=[CH:37][CH:38]=1. (8) The product is: [CH:4]([C:3]1[CH:6]=[C:7]([O:10][CH3:11])[CH:8]=[CH:9][C:2]=1[C:12]#[N:13])=[O:5]. Given the reactants Br[C:2]1[CH:9]=[CH:8][C:7]([O:10][CH3:11])=[CH:6][C:3]=1[CH:4]=[O:5].[C:12]([Cu])#[N:13].O, predict the reaction product.